From a dataset of Reaction yield outcomes from USPTO patents with 853,638 reactions. Predict the reaction yield, written as a fraction of the theoretical maximum amount of product (1.0 means a 100% yield; for example, 0.34 means a 34% yield). (1) The reactants are [F:1][C:2]1[CH:3]=[C:4]([CH:29]=[C:30]([F:32])[CH:31]=1)[O:5][CH2:6][CH2:7][N:8]([CH3:28])[CH2:9][CH2:10][CH2:11][NH:12][CH2:13][C@@H:14]([C:16]1[C:25]2[C:20](=[CH:21][CH:22]=[C:23]([O:26][CH3:27])[CH:24]=2)[N:19]=[CH:18][CH:17]=1)[OH:15].[C:33](N1C=CN=C1)(N1C=CN=C1)=[O:34]. The catalyst is C(Cl)Cl. The product is [F:32][C:30]1[CH:29]=[C:4]([CH:3]=[C:2]([F:1])[CH:31]=1)[O:5][CH2:6][CH2:7][N:8]([CH3:28])[CH2:9][CH2:10][CH2:11][N:12]1[CH2:13][C@@H:14]([C:16]2[C:25]3[C:20](=[CH:21][CH:22]=[C:23]([O:26][CH3:27])[CH:24]=3)[N:19]=[CH:18][CH:17]=2)[O:15][C:33]1=[O:34]. The yield is 0.620. (2) The reactants are [Cl:1][C:2]1[CH:3]=[C:4]2[C:9](=[C:10]([Cl:12])[CH:11]=1)[CH2:8][N:7]([CH3:13])[CH2:6][C@H:5]2[C:14]1[CH:15]=[C:16]([S:20]([NH:23][CH2:24][CH2:25][O:26][CH2:27][CH2:28][O:29][CH2:30][CH2:31][N:32]([CH3:45])S(C2C=CC=CC=2[N+]([O-])=O)(=O)=O)(=[O:22])=[O:21])[CH:17]=[CH:18][CH:19]=1.C([O-])([O-])=O.[K+].[K+].C1(S)C=CC=CC=1. The catalyst is CN(C=O)C.CCOCC. The product is [Cl:1][C:2]1[CH:3]=[C:4]2[C:9](=[C:10]([Cl:12])[CH:11]=1)[CH2:8][N:7]([CH3:13])[CH2:6][C@H:5]2[C:14]1[CH:15]=[C:16]([S:20]([NH:23][CH2:24][CH2:25][O:26][CH2:27][CH2:28][O:29][CH2:30][CH2:31][NH:32][CH3:45])(=[O:21])=[O:22])[CH:17]=[CH:18][CH:19]=1. The yield is 0.750. (3) The reactants are [SH:1][C:2]1[N:7]=[C:6]([C:8]2[CH:13]=[CH:12][C:11]([O:14][CH:15]([CH3:17])[CH3:16])=[CH:10][CH:9]=2)[N:5]=[C:4]([CH3:18])[C:3]=1[C:19]#[N:20].Cl[CH2:22][C:23]([NH2:25])=[O:24].CC[O-].[Na+]. The catalyst is C(O)C. The product is [NH2:20][C:19]1[C:3]2[C:4]([CH3:18])=[N:5][C:6]([C:8]3[CH:9]=[CH:10][C:11]([O:14][CH:15]([CH3:17])[CH3:16])=[CH:12][CH:13]=3)=[N:7][C:2]=2[S:1][C:22]=1[C:23]([NH2:25])=[O:24]. The yield is 0.310. (4) The reactants are [H-].[Na+].[CH:3]1([S:6]([NH2:9])(=[O:8])=[O:7])[CH2:5][CH2:4]1.[CH2:10]([C@@H:17]1[CH2:21][O:20][C:19](=[O:22])[N:18]1[C:23]1[CH:24]=[C:25]([CH:29]2[C:38]([CH3:40])([CH3:39])[CH2:37][C:36]3[C:31](=[CH:32][CH:33]=[C:34]([C:41](O)=[O:42])[CH:35]=3)[NH:30]2)[CH:26]=[CH:27][CH:28]=1)[C:11]1[CH:16]=[CH:15][CH:14]=[CH:13][CH:12]=1.C(N1C=CN=C1)(N1C=CN=C1)=O.CS(N)(=O)=O. The catalyst is CN(C)C=O. The product is [CH2:10]([C@@H:17]1[CH2:21][O:20][C:19](=[O:22])[N:18]1[C:23]1[CH:24]=[C:25]([CH:29]2[C:38]([CH3:40])([CH3:39])[CH2:37][C:36]3[C:31](=[CH:32][CH:33]=[C:34]([C:41]([NH:9][S:6]([CH:3]4[CH2:5][CH2:4]4)(=[O:8])=[O:7])=[O:42])[CH:35]=3)[NH:30]2)[CH:26]=[CH:27][CH:28]=1)[C:11]1[CH:16]=[CH:15][CH:14]=[CH:13][CH:12]=1. The yield is 0.200. (5) The reactants are C([O-])(=O)C.[K+].Br[C:7]1[CH:21]=[CH:20][C:10]([O:11][CH2:12][CH2:13][C:14]2[CH:19]=[CH:18][N:17]=[CH:16][CH:15]=2)=[CH:9][CH:8]=1.[CH3:22][C:23]1([CH3:39])[C:27]([CH3:29])([CH3:28])[O:26][B:25]([B:25]2[O:26][C:27]([CH3:29])([CH3:28])[C:23]([CH3:39])([CH3:22])[O:24]2)[O:24]1. The catalyst is O1CCOCC1.C(OCC)(=O)C.O.Cl[Pd]Cl.C1(P(C2C=CC=CC=2)[C-]2C=CC=C2)C=CC=CC=1.[C-]1(P(C2C=CC=CC=2)C2C=CC=CC=2)C=CC=C1.[Fe+2]. The product is [CH3:22][C:23]1([CH3:39])[C:27]([CH3:29])([CH3:28])[O:26][B:25]([C:7]2[CH:21]=[CH:20][C:10]([O:11][CH2:12][CH2:13][C:14]3[CH:19]=[CH:18][N:17]=[CH:16][CH:15]=3)=[CH:9][CH:8]=2)[O:24]1. The yield is 0.853. (6) The reactants are F[C:2]1[CH:7]=[CH:6][C:5]([C:8]2[CH:13]=[CH:12][CH:11]=[CH:10][CH:9]=2)=[CH:4][C:3]=1[N+:14]([O-:16])=[O:15].[F-].[K+].[CH2:19]([C:21]1[CH:27]=[CH:26][CH:25]=[C:24]([CH2:28][CH3:29])[C:22]=1[NH2:23])[CH3:20]. No catalyst specified. The product is [CH2:19]([C:21]1[CH:27]=[CH:26][CH:25]=[C:24]([CH2:28][CH3:29])[C:22]=1[NH:23][C:2]1[CH:7]=[CH:6][C:5]([C:8]2[CH:13]=[CH:12][CH:11]=[CH:10][CH:9]=2)=[CH:4][C:3]=1[N+:14]([O-:16])=[O:15])[CH3:20]. The yield is 0.610.